From a dataset of Reaction yield outcomes from USPTO patents with 853,638 reactions. Predict the reaction yield, written as a fraction of the theoretical maximum amount of product (1.0 means a 100% yield; for example, 0.34 means a 34% yield). (1) The reactants are Br[C:2]1[C:3]([NH2:9])=[N:4][CH:5]=[C:6]([Br:8])[N:7]=1.C(N(CC)CC)C.[CH3:17][Si:18]([C:21]#[CH:22])([CH3:20])[CH3:19]. The product is [Br:8][C:6]1[N:7]=[C:2]([C:22]#[C:21][Si:18]([CH3:20])([CH3:19])[CH3:17])[C:3]([NH2:9])=[N:4][CH:5]=1. The yield is 0.710. The catalyst is CN(C=O)C.[Pd].[Cu]I. (2) The reactants are [OH:1][CH2:2][C:3]1[CH:4]=[C:5]([NH:11][CH2:12][CH2:13][O:14][CH2:15][CH2:16][O:17][CH2:18][CH2:19][O:20][CH2:21][CH2:22][O:23][CH2:24][CH2:25][O:26][CH2:27][CH2:28][O:29][CH2:30][CH2:31][O:32][CH2:33][CH2:34][O:35][CH2:36][CH2:37][O:38][CH2:39][CH2:40][O:41][CH2:42][CH2:43][O:44][CH2:45][CH2:46][O:47][CH2:48][CH2:49][C:50]([O:52][CH3:53])=[O:51])[CH:6]=[C:7]([CH2:9][OH:10])[CH:8]=1.IC.[C:56](=O)([O-])[O-].[K+].[K+]. The catalyst is CN(C=O)C.O. The product is [OH:1][CH2:2][C:3]1[CH:4]=[C:5]([N:11]([CH2:12][CH2:13][O:14][CH2:15][CH2:16][O:17][CH2:18][CH2:19][O:20][CH2:21][CH2:22][O:23][CH2:24][CH2:25][O:26][CH2:27][CH2:28][O:29][CH2:30][CH2:31][O:32][CH2:33][CH2:34][O:35][CH2:36][CH2:37][O:38][CH2:39][CH2:40][O:41][CH2:42][CH2:43][O:44][CH2:45][CH2:46][O:47][CH2:48][CH2:49][C:50]([O:52][CH3:53])=[O:51])[CH3:56])[CH:6]=[C:7]([CH2:9][OH:10])[CH:8]=1. The yield is 0.920. (3) The reactants are Cl[CH2:2][C:3]1[S:7][C:6]([C:8]2[NH:9][C:10]3[C:15]([CH:16]=2)=[CH:14][CH:13]=[CH:12][C:11]=3[NH:17][S:18]([C:21]2[S:22][CH:23]=[CH:24][CH:25]=2)(=[O:20])=[O:19])=[N:5][CH:4]=1.[CH3:26][N:27]([CH3:37])[C:28](=[O:36])[CH2:29][N:30]1[CH2:35][CH2:34][NH:33][CH2:32][CH2:31]1.C(N(CC)CC)C.O. The catalyst is CN(C)C=O. The product is [CH3:26][N:27]([CH3:37])[C:28](=[O:36])[CH2:29][N:30]1[CH2:31][CH2:32][N:33]([CH2:2][C:3]2[S:7][C:6]([C:8]3[NH:9][C:10]4[C:15]([CH:16]=3)=[CH:14][CH:13]=[CH:12][C:11]=4[NH:17][S:18]([C:21]3[S:22][CH:23]=[CH:24][CH:25]=3)(=[O:20])=[O:19])=[N:5][CH:4]=2)[CH2:34][CH2:35]1. The yield is 0.690. (4) The reactants are [CH3:1][O:2][C:3]1[CH:10]=[CH:9][C:6](C=O)=[C:5]([O:11][CH3:12])[C:4]=1[O:13][CH3:14].[OH:15]S(O)(=O)=O.OO.CCOC(C)=O. The catalyst is CO. The product is [CH3:12][O:11][C:5]1[C:4]([O:13][CH3:14])=[C:3]([O:2][CH3:1])[CH:10]=[CH:9][C:6]=1[OH:15]. The yield is 0.980.